From a dataset of Peptide-MHC class II binding affinity with 134,281 pairs from IEDB. Regression. Given a peptide amino acid sequence and an MHC pseudo amino acid sequence, predict their binding affinity value. This is MHC class II binding data. (1) The peptide sequence is FLHLVGFPTHRHIRG. The MHC is H-2-IAb with pseudo-sequence H-2-IAb. The binding affinity (normalized) is 0.232. (2) The peptide sequence is ERTEGRCLHYTVD. The MHC is DRB1_0401 with pseudo-sequence DRB1_0401. The binding affinity (normalized) is 0. (3) The peptide sequence is WKRMEVGQQAVEVWQ. The MHC is DRB1_1501 with pseudo-sequence DRB1_1501. The binding affinity (normalized) is 0.307. (4) The peptide sequence is DANLISIDIKNELYEKTL. The MHC is DRB1_0301 with pseudo-sequence DRB1_0301. The binding affinity (normalized) is 0.353.